Predict the product of the given reaction. From a dataset of Forward reaction prediction with 1.9M reactions from USPTO patents (1976-2016). (1) Given the reactants C(OC([NH:8][C:9]1[CH:14]=[CH:13][C:12]([C:15]2[CH:20]=[CH:19][C:18]([NH:21][C:22]([C:24]3[CH:29]=[C:28]([N+:30]([O-:32])=[O:31])[CH:27]=[CH:26][C:25]=3[Cl:33])=[O:23])=[CH:17][CH:16]=2)=[CH:11][CH:10]=1)=O)(C)(C)C, predict the reaction product. The product is: [ClH:33].[NH2:8][C:9]1[CH:10]=[CH:11][C:12]([C:15]2[CH:16]=[CH:17][C:18]([NH:21][C:22]([C:24]3[CH:29]=[C:28]([N+:30]([O-:32])=[O:31])[CH:27]=[CH:26][C:25]=3[Cl:33])=[O:23])=[CH:19][CH:20]=2)=[CH:13][CH:14]=1. (2) Given the reactants C1(C)C=CC=CC=1.Cl[C:9]1[N:10]=[C:11]([C:19]2[CH:24]=[CH:23][CH:22]=[C:21]([C:25]([F:28])([F:27])[F:26])[CH:20]=2)[C:12]2[CH:17]=[C:16]([CH3:18])[S:15][C:13]=2[N:14]=1.[F:29][C:30]([F:41])([F:40])[C:31]1[CH:36]=[CH:35][C:34](B(O)O)=[CH:33][CH:32]=1.C(=O)([O-])[O-].[Na+].[Na+], predict the reaction product. The product is: [CH3:18][C:16]1[S:15][C:13]2[N:14]=[C:9]([C:34]3[CH:35]=[CH:36][C:31]([C:30]([F:41])([F:40])[F:29])=[CH:32][CH:33]=3)[N:10]=[C:11]([C:19]3[CH:24]=[CH:23][CH:22]=[C:21]([C:25]([F:28])([F:27])[F:26])[CH:20]=3)[C:12]=2[CH:17]=1. (3) Given the reactants [NH2:1][C:2]1[CH:9]=[CH:8][C:5]([C:6]#[N:7])=[CH:4][C:3]=1[I:10].[C:11](OC(=O)C)(=[O:13])[CH3:12], predict the reaction product. The product is: [C:11]([NH:1][C:2]1[CH:9]=[CH:8][C:5]([C:6]#[N:7])=[CH:4][C:3]=1[I:10])(=[O:13])[CH3:12].